From a dataset of Catalyst prediction with 721,799 reactions and 888 catalyst types from USPTO. Predict which catalyst facilitates the given reaction. Reactant: [OH-].[Na+].[CH:3]1([CH2:9][O:10][C:11]2[C:12]3[N:13]([C:17]([C:22]([O:24]CC)=[O:23])=[C:18]([CH2:20][CH3:21])[N:19]=3)[CH:14]=[CH:15][CH:16]=2)[CH2:8][CH2:7][CH2:6][CH2:5][CH2:4]1.Cl. Product: [CH:3]1([CH2:9][O:10][C:11]2[C:12]3[N:13]([C:17]([C:22]([OH:24])=[O:23])=[C:18]([CH2:20][CH3:21])[N:19]=3)[CH:14]=[CH:15][CH:16]=2)[CH2:4][CH2:5][CH2:6][CH2:7][CH2:8]1. The catalyst class is: 346.